From a dataset of Forward reaction prediction with 1.9M reactions from USPTO patents (1976-2016). Predict the product of the given reaction. (1) Given the reactants [CH3:1][O:2][C:3]1[CH:8]=[C:7]([O:9][CH3:10])[CH:6]=[CH:5][C:4]=1[C:11]1[CH:19]=[C:18]2[C:14]([CH2:15][C:16](=[O:20])[NH:17]2)=[CH:13][CH:12]=1.[N:21]1([CH2:26][CH2:27][NH:28][C:29]([C:31]2[C:35]([CH3:36])=[C:34]([CH:37]=O)[NH:33][C:32]=2[CH3:39])=[O:30])[CH2:25][CH2:24][CH2:23][CH2:22]1, predict the reaction product. The product is: [N:21]1([CH2:26][CH2:27][NH:28][C:29]([C:31]2[C:35]([CH3:36])=[C:34]([CH:37]=[C:15]3[C:14]4[C:18](=[CH:19][C:11]([C:4]5[CH:5]=[CH:6][C:7]([O:9][CH3:10])=[CH:8][C:3]=5[O:2][CH3:1])=[CH:12][CH:13]=4)[NH:17][C:16]3=[O:20])[NH:33][C:32]=2[CH3:39])=[O:30])[CH2:25][CH2:24][CH2:23][CH2:22]1. (2) Given the reactants [Br:1][C:2]1[CH:11]=[C:10]2[C:5]([C:6](Cl)=[N:7][CH:8]=[N:9]2)=[CH:4][CH:3]=1.[NH2:13][C:14]1[CH:19]=[CH:18][C:17]([C:20]([F:23])([F:22])[F:21])=[CH:16][N:15]=1, predict the reaction product. The product is: [Br:1][C:2]1[CH:11]=[C:10]2[C:5]([C:6]([NH:13][C:14]3[CH:19]=[CH:18][C:17]([C:20]([F:22])([F:21])[F:23])=[CH:16][N:15]=3)=[N:7][CH:8]=[N:9]2)=[CH:4][CH:3]=1. (3) Given the reactants [Cl:1][C:2]1[CH:25]=[CH:24][C:5]([C:6]([NH:8][CH:9]([CH:19]2[CH2:23][CH2:22][CH2:21][CH2:20]2)[CH2:10][NH:11]C(=O)OC(C)(C)C)=[O:7])=[CH:4][C:3]=1[NH:26][C:27]([C:29]1[C:40](=[O:41])[NH:39][C:32]2[N:33]=[C:34]([O:37][CH3:38])[N:35]=[CH:36][C:31]=2[CH:30]=1)=[O:28].FC(F)(F)C(O)=O, predict the reaction product. The product is: [NH2:11][CH2:10][CH:9]([NH:8][C:6]([C:5]1[CH:24]=[CH:25][C:2]([Cl:1])=[C:3]([NH:26][C:27]([C:29]2[C:40](=[O:41])[NH:39][C:32]3[N:33]=[C:34]([O:37][CH3:38])[N:35]=[CH:36][C:31]=3[CH:30]=2)=[O:28])[CH:4]=1)=[O:7])[CH:19]1[CH2:20][CH2:21][CH2:22][CH2:23]1. (4) Given the reactants [NH2:1][C:2]1[C:7]([C:8]([NH2:10])=[O:9])=[C:6]([O:11][CH3:12])[C:5]([CH2:13][N:14]2[CH2:19][CH2:18][O:17][CH2:16][CH2:15]2)=[C:4]([O:20][CH3:21])[CH:3]=1.[CH3:22][C:23]1[CH:24]=[C:25]([CH:28]=[C:29]([CH3:32])[C:30]=1[OH:31])[CH:26]=O.S([O-])(O)=O.[Na+].C1(C)C=CC(S(O)(=O)=O)=CC=1, predict the reaction product. The product is: [OH:31][C:30]1[C:29]([CH3:32])=[CH:28][C:25]([C:26]2[NH:10][C:8](=[O:9])[C:7]3[C:2](=[CH:3][C:4]([O:20][CH3:21])=[C:5]([CH2:13][N:14]4[CH2:19][CH2:18][O:17][CH2:16][CH2:15]4)[C:6]=3[O:11][CH3:12])[N:1]=2)=[CH:24][C:23]=1[CH3:22]. (5) Given the reactants [Cl:1][C:2]1[CH:33]=[CH:32][C:5]([CH2:6][N:7]2[C:16]3[C:11](=[CH:12][CH:13]=[CH:14][C:15]=3[C:17]([NH:19][C@H:20]([C:22]3[CH:31]=[CH:30][C:25]([C:26]([O:28]C)=[O:27])=[CH:24][CH:23]=3)[CH3:21])=[O:18])[CH2:10][CH2:9][CH2:8]2)=[CH:4][CH:3]=1.[OH-].[Na+].Cl, predict the reaction product. The product is: [ClH:1].[Cl:1][C:2]1[CH:3]=[CH:4][C:5]([CH2:6][N:7]2[C:16]3[C:11](=[CH:12][CH:13]=[CH:14][C:15]=3[C:17]([NH:19][C@H:20]([C:22]3[CH:23]=[CH:24][C:25]([C:26]([OH:28])=[O:27])=[CH:30][CH:31]=3)[CH3:21])=[O:18])[CH2:10][CH2:9][CH2:8]2)=[CH:32][CH:33]=1. (6) Given the reactants [O:1]1[CH:5]=[CH:4][CH:3]=[C:2]1[C:6]1[NH:11][C:10](=O)[C:9]([C:13]#[N:14])=[CH:8][C:7]=1[C:15]1[CH:20]=[CH:19][N:18]=[C:17]([S:21][CH3:22])[N:16]=1.P(Cl)(Cl)([Cl:25])=O, predict the reaction product. The product is: [Cl:25][C:10]1[N:11]=[C:6]([C:2]2[O:1][CH:5]=[CH:4][CH:3]=2)[C:7]([C:15]2[CH:20]=[CH:19][N:18]=[C:17]([S:21][CH3:22])[N:16]=2)=[CH:8][C:9]=1[C:13]#[N:14].